Dataset: Forward reaction prediction with 1.9M reactions from USPTO patents (1976-2016). Task: Predict the product of the given reaction. (1) Given the reactants [NH2:1][CH2:2][C:3]1[CH:4]=[C:5]([C:9]#[C:10][C:11]2[C:12]([NH:17][C:18]3[CH:23]=[CH:22][C:21]([O:24][CH2:25][C:26]4[CH:31]=[CH:30][CH:29]=[C:28]([F:32])[CH:27]=4)=[C:20]([Cl:33])[CH:19]=3)=[N:13][CH:14]=[N:15][CH:16]=2)[CH:6]=[CH:7][CH:8]=1.CN(C=O)C.[CH:39]([S:41]([CH3:44])(=[O:43])=[O:42])=[CH2:40].C(N(CC)CC)C, predict the reaction product. The product is: [Cl:33][C:20]1[CH:19]=[C:18]([NH:17][C:12]2[C:11]([C:10]#[C:9][C:5]3[CH:6]=[CH:7][CH:8]=[C:3]([CH2:2][NH:1][CH2:40][CH2:39][S:41]([CH3:44])(=[O:43])=[O:42])[CH:4]=3)=[CH:16][N:15]=[CH:14][N:13]=2)[CH:23]=[CH:22][C:21]=1[O:24][CH2:25][C:26]1[CH:31]=[CH:30][CH:29]=[C:28]([F:32])[CH:27]=1. (2) Given the reactants [NH2:1][C:2]([CH3:17])([CH2:5][N:6]1[N:10]=[C:9]2[CH:11]=[C:12]([Cl:16])[CH:13]=[C:14]([Cl:15])[C:8]2=[N:7]1)[C:3]#[N:4].[C:18]([C:22]1[CH:30]=[CH:29][C:25]([C:26](Cl)=[O:27])=[CH:24][CH:23]=1)([CH3:21])([CH3:20])[CH3:19], predict the reaction product. The product is: [C:3]([C:2]([NH:1][C:26](=[O:27])[C:25]1[CH:29]=[CH:30][C:22]([C:18]([CH3:20])([CH3:19])[CH3:21])=[CH:23][CH:24]=1)([CH3:17])[CH2:5][N:6]1[N:10]=[C:9]2[CH:11]=[C:12]([Cl:16])[CH:13]=[C:14]([Cl:15])[C:8]2=[N:7]1)#[N:4]. (3) The product is: [CH3:8][C:6]1[CH:5]=[C:4]([CH2:9][C:10](=[O:33])[C:11]([O:29][CH2:30][O:31][CH3:32])([C:25]([F:26])([F:27])[F:28])[CH2:12][C:13]([C:16]2[CH:21]=[C:20]([F:22])[CH:19]=[CH:18][C:17]=2[O:23][CH3:24])([CH3:15])[CH3:14])[CH:3]=[C:2]([CH3:1])[CH:7]=1. Given the reactants [CH3:1][C:2]1[CH:3]=[C:4]([CH2:9][CH:10]([OH:33])[C:11]([O:29][CH2:30][O:31][CH3:32])([C:25]([F:28])([F:27])[F:26])[CH2:12][C:13]([C:16]2[CH:21]=[C:20]([F:22])[CH:19]=[CH:18][C:17]=2[O:23][CH3:24])([CH3:15])[CH3:14])[CH:5]=[C:6]([CH3:8])[CH:7]=1.CC(OI1(OC(C)=O)(OC(C)=O)OC(=O)C2C1=CC=CC=2)=O, predict the reaction product. (4) Given the reactants Br[C:2]1[CH:3]=[CH:4][C:5]([O:25][CH3:26])=[C:6]([C:8]([C:10]2[CH:11]=[N:12][C:13]([NH:16][C:17]3[CH:22]=[CH:21][C:20]([F:23])=[CH:19][C:18]=3[F:24])=[CH:14][CH:15]=2)=[O:9])[CH:7]=1.[CH3:27][S:28][C:29]1[N:34]=[C:33]([Sn](CCCC)(CCCC)CCCC)[CH:32]=[CH:31][N:30]=1, predict the reaction product. The product is: [F:24][C:18]1[CH:19]=[C:20]([F:23])[CH:21]=[CH:22][C:17]=1[NH:16][C:13]1[N:12]=[CH:11][C:10]([C:8]([C:6]2[CH:7]=[C:2]([C:31]3[CH:32]=[CH:33][N:34]=[C:29]([S:28][CH3:27])[N:30]=3)[CH:3]=[CH:4][C:5]=2[O:25][CH3:26])=[O:9])=[CH:15][CH:14]=1. (5) Given the reactants Cl.[CH:2]1([CH2:5][O:6][C:7]2[CH:12]=[CH:11][C:10]([F:13])=[CH:9][C:8]=2[C:14]2[C:15]3[NH:22][C:21]([CH3:23])=[C:20]([C:24]([NH:26][C@@H:27]4[CH2:31][CH2:30][NH:29][CH2:28]4)=[O:25])[C:16]=3[N:17]=[CH:18][N:19]=2)[CH2:4][CH2:3]1.[CH3:32][O:33][CH2:34][C:35](Cl)=[O:36], predict the reaction product. The product is: [CH:2]1([CH2:5][O:6][C:7]2[CH:12]=[CH:11][C:10]([F:13])=[CH:9][C:8]=2[C:14]2[C:15]3[NH:22][C:21]([CH3:23])=[C:20]([C:24]([NH:26][C@@H:27]4[CH2:31][CH2:30][N:29]([C:35](=[O:36])[CH2:34][O:33][CH3:32])[CH2:28]4)=[O:25])[C:16]=3[N:17]=[CH:18][N:19]=2)[CH2:4][CH2:3]1. (6) Given the reactants Cl[C:2]1[N:10]=[C:9](Cl)[CH:8]=[CH:7][C:3]=1[C:4]([NH2:6])=[O:5].[N:12]1([CH2:17][CH2:18][C:19]2[CH:25]=[CH:24][C:22]([NH2:23])=[CH:21][CH:20]=2)[CH2:16][CH2:15][CH2:14][CH2:13]1.[CH2:26]1[C:28]2([C@H:32]([NH:33][C:34](=[O:40])OC(C)(C)C)[CH2:31][NH:30][CH2:29]2)[CH2:27]1.[C:41](O)(=O)[CH:42]=C, predict the reaction product. The product is: [C:34]([NH:33][C@H:32]1[C:28]2([CH2:27][CH2:26]2)[CH2:29][N:30]([C:9]2[CH:8]=[CH:7][C:3]([C:4]([NH2:6])=[O:5])=[C:2]([NH:23][C:22]3[CH:21]=[CH:20][C:19]([CH2:18][CH2:17][N:12]4[CH2:16][CH2:15][CH2:14][CH2:13]4)=[CH:25][CH:24]=3)[N:10]=2)[CH2:31]1)(=[O:40])[CH:41]=[CH2:42]. (7) Given the reactants [Cl:1][C:2]1[CH:3]=[CH:4][C:5]([O:22][CH2:23][C:24]2[CH:29]=[CH:28][C:27]([F:30])=[CH:26][C:25]=2[F:31])=[C:6]([CH:21]=1)[CH2:7][N:8]1[C:16]2[CH:15]=[CH:14][CH:13]=[C:12]([C:17]([O:19]C)=[O:18])[C:11]=2[CH2:10][CH2:9]1.[OH-].[Na+:33], predict the reaction product. The product is: [Cl:1][C:2]1[CH:3]=[CH:4][C:5]([O:22][CH2:23][C:24]2[CH:29]=[CH:28][C:27]([F:30])=[CH:26][C:25]=2[F:31])=[C:6]([CH:21]=1)[CH2:7][N:8]1[C:16]2[CH:15]=[CH:14][CH:13]=[C:12]([C:17]([O-:19])=[O:18])[C:11]=2[CH2:10][CH2:9]1.[Na+:33]. (8) Given the reactants [CH3:1][CH:2]([CH3:6])[CH2:3][C:4]#[N:5].[Al+3].[Cl-].[Cl-].[Cl-].[Cl:11][C:12]1[CH:18]=[CH:17][C:15]([NH2:16])=[CH:14][CH:13]=1, predict the reaction product. The product is: [Cl:11][C:12]1[CH:18]=[CH:17][C:15]([NH:16][C:4](=[NH:5])[CH2:3][CH:2]([CH3:6])[CH3:1])=[CH:14][CH:13]=1. (9) Given the reactants [NH2:1][NH:2][C:3]([C:5]1[C:10]([C:11]([F:14])([F:13])[F:12])=[CH:9][CH:8]=[CH:7][N:6]=1)=[NH:4].[CH3:15][O:16][C:17]1[CH:24]=[CH:23][C:20]([CH:21]=O)=[C:19]([OH:25])[CH:18]=1, predict the reaction product. The product is: [CH3:15][O:16][C:17]1[CH:24]=[CH:23][C:20]([C:21]2[NH:1][N:2]=[C:3]([C:5]3[C:10]([C:11]([F:12])([F:13])[F:14])=[CH:9][CH:8]=[CH:7][N:6]=3)[N:4]=2)=[C:19]([OH:25])[CH:18]=1. (10) Given the reactants [S:1]1[CH2:5][CH2:4][N:3]([C:6]([N:8]2[CH2:13][CH:12]([C:14]3[CH:19]=[CH:18][C:17]([C:20]([F:23])([F:22])[F:21])=[CH:16][CH:15]=3)[CH2:11][CH:10]([C:24](O)=[O:25])[CH2:9]2)=[O:7])[CH2:2]1.O[N:28]=[C:29]([NH2:34])[CH2:30][CH2:31][O:32][CH3:33], predict the reaction product. The product is: [CH3:33][O:32][CH2:31][CH2:30][C:29]1[N:34]=[C:24]([CH:10]2[CH2:11][CH:12]([C:14]3[CH:19]=[CH:18][C:17]([C:20]([F:22])([F:21])[F:23])=[CH:16][CH:15]=3)[CH2:13][N:8]([C:6]([N:3]3[CH2:4][CH2:5][S:1][CH2:2]3)=[O:7])[CH2:9]2)[O:25][N:28]=1.